From a dataset of Full USPTO retrosynthesis dataset with 1.9M reactions from patents (1976-2016). Predict the reactants needed to synthesize the given product. (1) Given the product [Br:1][C:2]1[CH:3]=[CH:4][C:5]([C:8]2[C:34](=[O:37])[N:10]([CH2:9][CH:8]([CH2:5][CH2:4][CH2:3][CH2:2][CH2:7][CH3:6])[CH2:19][CH2:18][CH2:17][CH2:13][CH2:14][CH2:21][CH2:22][CH3:23])[C:11]3[C:19]=2[CH:18]=[C:17]2[C:13](=[C:14]([C:21]4[CH:22]=[CH:23][C:24]([Br:27])=[CH:25][CH:26]=4)[C:15](=[O:20])[N:16]2[CH2:41][CH:42]([CH2:43][CH2:44][CH2:45][CH2:46][CH2:47][CH3:48])[CH2:49][CH2:50][CH2:51][CH2:52][CH2:53][CH2:54][CH2:55][CH3:56])[CH:12]=3)=[CH:6][CH:7]=1, predict the reactants needed to synthesize it. The reactants are: [Br:1][C:2]1[CH:7]=[CH:6][C:5]([C:8]2[C:9](=O)[NH:10][C:11]3[C:19]=2[CH:18]=[C:17]2[C:13](=[C:14]([C:21]4[CH:26]=[CH:25][C:24]([Br:27])=[CH:23][CH:22]=4)[C:15](=[O:20])[NH:16]2)[CH:12]=3)=[CH:4][CH:3]=1.CN(C)C=O.[C:34](=[O:37])([O-])[O-].[K+].[K+].Br[CH2:41][CH:42]([CH2:49][CH2:50][CH2:51][CH2:52][CH2:53][CH2:54][CH2:55][CH3:56])[CH2:43][CH2:44][CH2:45][CH2:46][CH2:47][CH3:48]. (2) Given the product [CH3:1][CH:2]1[C:3]2[CH:16]=[CH:15][S:14][C:4]=2[CH2:5][CH2:6][N:7]([C:9]([O:11][CH2:12][CH3:13])=[O:10])[CH2:8]1, predict the reactants needed to synthesize it. The reactants are: [CH2:1]=[C:2]1[CH2:8][N:7]([C:9]([O:11][CH2:12][CH3:13])=[O:10])[CH2:6][CH2:5][C:4]2[S:14][CH:15]=[CH:16][C:3]1=2.